Dataset: Reaction yield outcomes from USPTO patents with 853,638 reactions. Task: Predict the reaction yield, written as a fraction of the theoretical maximum amount of product (1.0 means a 100% yield; for example, 0.34 means a 34% yield). (1) The reactants are [C:1](OC(=O)C)(=[O:3])[CH3:2].[CH3:8][C@@:9]12[C@@H:25]([OH:26])[CH2:24][CH2:23][C@H:22]1[C@H:21]1[C@@H:12]([C:13]3[CH:14]=[CH:15][C:16]([OH:27])=[CH:17][C:18]=3[CH2:19][CH2:20]1)[CH2:11][CH2:10]2.[CH3:28][C:29](C)=[O:30].C(Cl)Cl. The catalyst is N1C=CC=CC=1. The product is [CH3:2][C:1]([O:26][CH:25]1[C:9]2([CH3:8])[CH2:10][CH2:11][CH:12]3[C:13]4[CH:14]=[CH:15][C:16]([O:27][C:29]([CH3:28])=[O:30])=[CH:17][C:18]=4[CH2:19][CH2:20][CH:21]3[CH:22]2[CH2:23][CH2:24]1)=[O:3]. The yield is 0.950. (2) The reactants are C(NC(C)C)(C)C.[Li]CCCC.[Br:13][C:14]1[CH:19]=[CH:18][C:17]([F:20])=[C:16]([CH3:21])[CH:15]=1.CN([CH:25]=[O:26])C. The catalyst is C1COCC1. The product is [Br:13][C:14]1[CH:15]=[C:16]([CH3:21])[C:17]([F:20])=[C:18]([CH:19]=1)[CH:25]=[O:26]. The yield is 0.640. (3) The reactants are [CH3:1][Mg]Br.[CH:4]([C:6]1[C:14]2[O:13][CH2:12][CH:11]([C:15]3[CH:20]=[CH:19][C:18]([CH:21]([CH3:23])[CH3:22])=[CH:17][CH:16]=3)[C:10]=2[C:9]([CH3:24])=[C:8]([NH:25][C:26](=[O:32])[CH2:27][C:28]([CH3:31])([CH3:30])[CH3:29])[C:7]=1[CH3:33])=[O:5]. The catalyst is O. The product is [OH:5][CH:4]([C:6]1[C:14]2[O:13][CH2:12][CH:11]([C:15]3[CH:20]=[CH:19][C:18]([CH:21]([CH3:23])[CH3:22])=[CH:17][CH:16]=3)[C:10]=2[C:9]([CH3:24])=[C:8]([NH:25][C:26](=[O:32])[CH2:27][C:28]([CH3:31])([CH3:30])[CH3:29])[C:7]=1[CH3:33])[CH3:1]. The yield is 0.730. (4) The reactants are [CH2:1]([O:8][C:9]([N:11]1[CH2:15][CH:14]2[CH:16](O)[CH2:17][CH2:18][CH:13]2[CH2:12]1)=[O:10])[C:2]1[CH:7]=[CH:6][CH:5]=[CH:4][CH:3]=1.[OH-].COC(NS([N+](CC)(CC)CC)(=O)=O)=O. The catalyst is C1(C)C=CC=CC=1. The product is [CH2:1]([O:8][C:9]([N:11]1[CH2:12][CH:13]2[CH2:18][CH:17]=[CH:16][CH:14]2[CH2:15]1)=[O:10])[C:2]1[CH:3]=[CH:4][CH:5]=[CH:6][CH:7]=1. The yield is 0.270. (5) The reactants are Cl.[Cl:2][C:3]1[CH:8]=[CH:7][C:6]([C:9]([CH:11]2[CH2:16][CH2:15][NH:14][CH2:13][CH2:12]2)=[O:10])=[CH:5][CH:4]=1.C(N(CC)CC)C.[C:24](O[C:24]([O:26][C:27]([CH3:30])([CH3:29])[CH3:28])=[O:25])([O:26][C:27]([CH3:30])([CH3:29])[CH3:28])=[O:25]. The catalyst is C(#N)C. The product is [C:27]([O:26][C:24]([N:14]1[CH2:15][CH2:16][CH:11]([C:9](=[O:10])[C:6]2[CH:7]=[CH:8][C:3]([Cl:2])=[CH:4][CH:5]=2)[CH2:12][CH2:13]1)=[O:25])([CH3:30])([CH3:29])[CH3:28]. The yield is 0.900.